From a dataset of Reaction yield outcomes from USPTO patents with 853,638 reactions. Predict the reaction yield, written as a fraction of the theoretical maximum amount of product (1.0 means a 100% yield; for example, 0.34 means a 34% yield). (1) The reactants are [CH2:1]1[C:9]2[C:4](=[CH:5][CH:6]=[CH:7][CH:8]=2)[CH2:3][C:2]1=O.[CH2:11]([NH2:15])[C:12]#[C:13][CH3:14]. No catalyst specified. The product is [CH3:14][C:13]1[CH:12]=[CH:11][N:15]=[C:2]2[CH2:3][C:4]3[CH:5]=[CH:6][CH:7]=[CH:8][C:9]=3[C:1]=12. The yield is 0.220. (2) The reactants are [CH3:1][O:2][C:3]1[CH:11]=[C:10]2[C:6]([CH2:7][N:8](CC3C=CC(OC)=CC=3)[C:9]2=[O:12])=[CH:5][CH:4]=1.[N+]([O-])(O)=O.[N+]([O-])(O)=O.[N+]([O-])(O)=O.[N+]([O-])(O)=O.[N+]([O-])(O)=O.[N+]([O-])(O)=O.[Ce].O. The catalyst is C(#N)C. The product is [CH3:1][O:2][C:3]1[CH:11]=[C:10]2[C:6]([CH2:7][NH:8][C:9]2=[O:12])=[CH:5][CH:4]=1. The yield is 0.430. (3) The reactants are [Br:1][C:2]1[C:3]2[C@H:4]3[CH2:12][C@H:5]3[CH2:6][NH:7][C:8]=2[CH:9]=[CH:10][CH:11]=1.[C:13](O[C:13]([O:15][C:16]([CH3:19])([CH3:18])[CH3:17])=[O:14])([O:15][C:16]([CH3:19])([CH3:18])[CH3:17])=[O:14]. The catalyst is O1CCOCC1.C([O-])(O)=O.[Na+]. The product is [Br:1][C:2]1[C:3]2[C@H:4]3[CH2:12][C@H:5]3[CH2:6][N:7]([C:13]([O:15][C:16]([CH3:19])([CH3:18])[CH3:17])=[O:14])[C:8]=2[CH:9]=[CH:10][CH:11]=1. The yield is 0.670. (4) The reactants are [Cl:1][C:2]1[CH:7]=[CH:6][C:5]([C:8]2[CH2:12][CH2:11][CH2:10][CH:9]=2)=[CH:4][N:3]=1.C1C[O:16]CC1. No catalyst specified. The product is [Cl:1][C:2]1[CH:7]=[CH:6][C:5]([CH:8]2[CH2:12][CH2:11][CH2:10][CH2:9]2)=[CH:4][N:3]=1.[Cl:1][C:2]1[N:3]=[CH:4][C:5]([C:8]2([OH:16])[CH2:12][CH2:11][CH2:10][CH2:9]2)=[CH:6][CH:7]=1. The yield is 0.290. (5) The reactants are [C:1]([C:3]1[C:4]([CH2:19][C:20]2[CH:29]=[CH:28][C:27]3[C:22](=[CH:23][CH:24]=[CH:25][CH:26]=3)[CH:21]=2)=[C:5]([C:14]([O:16][CH2:17][CH3:18])=[O:15])[S:6][C:7]=1[N:8]1[CH2:13][CH2:12][O:11][CH2:10][CH2:9]1)#[N:2].[CH3:30]I. The catalyst is CN(C)C=O. The product is [C:1]([C:3]1[C:4]([CH:19]([C:20]2[CH:29]=[CH:28][C:27]3[C:22](=[CH:23][CH:24]=[CH:25][CH:26]=3)[CH:21]=2)[CH3:30])=[C:5]([C:14]([O:16][CH2:17][CH3:18])=[O:15])[S:6][C:7]=1[N:8]1[CH2:13][CH2:12][O:11][CH2:10][CH2:9]1)#[N:2]. The yield is 0.787.